From a dataset of NCI-60 drug combinations with 297,098 pairs across 59 cell lines. Regression. Given two drug SMILES strings and cell line genomic features, predict the synergy score measuring deviation from expected non-interaction effect. (1) Drug 1: C1=CC=C(C(=C1)C(C2=CC=C(C=C2)Cl)C(Cl)Cl)Cl. Drug 2: CC12CCC3C(C1CCC2O)C(CC4=C3C=CC(=C4)O)CCCCCCCCCS(=O)CCCC(C(F)(F)F)(F)F. Cell line: LOX IMVI. Synergy scores: CSS=3.28, Synergy_ZIP=1.71, Synergy_Bliss=8.48, Synergy_Loewe=1.52, Synergy_HSA=2.76. (2) Drug 1: CC1=C(C=C(C=C1)NC2=NC=CC(=N2)N(C)C3=CC4=NN(C(=C4C=C3)C)C)S(=O)(=O)N.Cl. Drug 2: C1=C(C(=O)NC(=O)N1)N(CCCl)CCCl. Cell line: RXF 393. Synergy scores: CSS=29.1, Synergy_ZIP=7.82, Synergy_Bliss=11.6, Synergy_Loewe=9.70, Synergy_HSA=13.8. (3) Drug 1: C1=CC(=CC=C1CCCC(=O)O)N(CCCl)CCCl. Drug 2: CCCS(=O)(=O)NC1=C(C(=C(C=C1)F)C(=O)C2=CNC3=C2C=C(C=N3)C4=CC=C(C=C4)Cl)F. Cell line: SF-268. Synergy scores: CSS=25.6, Synergy_ZIP=-9.74, Synergy_Bliss=-11.3, Synergy_Loewe=-62.1, Synergy_HSA=-13.6. (4) Drug 1: C1CCN(CC1)CCOC2=CC=C(C=C2)C(=O)C3=C(SC4=C3C=CC(=C4)O)C5=CC=C(C=C5)O. Drug 2: C1=NC(=NC(=O)N1C2C(C(C(O2)CO)O)O)N. Cell line: HCC-2998. Synergy scores: CSS=12.7, Synergy_ZIP=-0.438, Synergy_Bliss=9.49, Synergy_Loewe=5.49, Synergy_HSA=5.17.